Dataset: Forward reaction prediction with 1.9M reactions from USPTO patents (1976-2016). Task: Predict the product of the given reaction. (1) Given the reactants [CH2:1]([O:3][C:4](=[O:24])[CH2:5][C:6]1[CH:11]=[C:10]([C:12]([F:15])([F:14])[F:13])[CH:9]=[C:8]([O:16]CC2C=CC=CC=2)[CH:7]=1)[CH3:2], predict the reaction product. The product is: [CH2:1]([O:3][C:4](=[O:24])[CH2:5][C:6]1[CH:11]=[C:10]([C:12]([F:14])([F:13])[F:15])[CH:9]=[C:8]([OH:16])[CH:7]=1)[CH3:2]. (2) Given the reactants [CH3:1][O:2][C:3]1[C:4]([OH:21])=[CH:5][C:6]([OH:20])=[C:7]2[C:12](=[O:13])[CH:11]=[C:10]([C:14]3[CH:15]=[CH:16][CH:17]=[CH:18][CH:19]=3)[O:9][C:8]=12.[CH2:22]=O.[CH3:24][N:25]1[CH2:30][CH2:29][NH:28][CH2:27][CH2:26]1, predict the reaction product. The product is: [CH3:24][N:25]1[CH2:30][CH2:29][N:28]([CH2:22][C:5]2[C:6]([OH:20])=[C:7]3[C:8](=[C:3]([O:2][CH3:1])[C:4]=2[OH:21])[O:9][C:10]([C:14]2[CH:19]=[CH:18][CH:17]=[CH:16][CH:15]=2)=[CH:11][C:12]3=[O:13])[CH2:27][CH2:26]1. (3) Given the reactants C([O:5][C:6](=[O:35])[C:7]([S:10][C:11]1[S:12][CH:13]=[C:14]([CH2:16][CH2:17][N:18]([CH2:27][C:28]2[CH:33]=[CH:32][C:31](Br)=[CH:30][CH:29]=2)[C:19]2[N:24]=[CH:23][C:22]([CH2:25][CH3:26])=[CH:21][N:20]=2)[N:15]=1)([CH3:9])[CH3:8])(C)(C)C.[C:36]([C:38]1[CH:43]=[CH:42][C:41](OB(O)O)=[CH:40][CH:39]=1)#[N:37].[ClH:48].C(OCC)(=O)C, predict the reaction product. The product is: [ClH:48].[C:36]([C:38]1[CH:43]=[CH:42][C:41]([C:31]2[CH:30]=[CH:29][C:28]([CH2:27][N:18]([C:19]3[N:20]=[CH:21][C:22]([CH2:25][CH3:26])=[CH:23][N:24]=3)[CH2:17][CH2:16][C:14]3[N:15]=[C:11]([S:10][C:7]([CH3:8])([CH3:9])[C:6]([OH:5])=[O:35])[S:12][CH:13]=3)=[CH:33][CH:32]=2)=[CH:40][CH:39]=1)#[N:37]. (4) The product is: [CH3:35][N:34]([CH3:33])[CH2:36][C:37]([N:39]1[C:48]2[C:43](=[CH:44][C:45]([O:50][CH3:51])=[C:46]([NH:49][C:2]3[N:3]4[C:4](=[N:21][C:22]5[C:27]([C:28]4=[O:29])=[C:26]([F:31])[C:25]([F:32])=[CH:24][CH:23]=5)[C:5]4[CH:10]=[CH:9][N:8]([S:11]([C:14]5[CH:19]=[CH:18][C:17]([CH3:20])=[CH:16][CH:15]=5)(=[O:13])=[O:12])[C:6]=4[N:7]=3)[CH:47]=2)[CH2:42][CH2:41][CH2:40]1)=[O:38]. Given the reactants Cl[C:2]1[N:3]=[C:4]([NH:21][C:22]2[C:27]([C:28](N)=[O:29])=[C:26]([F:31])[C:25]([F:32])=[CH:24][CH:23]=2)[C:5]2[CH:10]=[CH:9][N:8]([S:11]([C:14]3[CH:19]=[CH:18][C:17]([CH3:20])=[CH:16][CH:15]=3)(=[O:13])=[O:12])[C:6]=2[N:7]=1.[CH3:33][N:34]([CH2:36][C:37]([N:39]1[C:48]2[C:43](=[CH:44][C:45]([O:50][CH3:51])=[C:46]([NH2:49])[CH:47]=2)[CH2:42][CH2:41][CH2:40]1)=[O:38])[CH3:35].Cl.O1CCOCC1.[I-].[K+], predict the reaction product. (5) Given the reactants [C:1]1([CH:7]([C:22]2[CH:27]=[CH:26][CH:25]=[CH:24][CH:23]=2)[CH2:8][C:9]([NH:11][C:12]2([C:18]([O:20]C)=[O:19])[CH2:17][CH2:16][CH2:15][CH2:14][CH2:13]2)=[O:10])[CH:6]=[CH:5][CH:4]=[CH:3][CH:2]=1.[Li+].[OH-], predict the reaction product. The product is: [C:22]1([CH:7]([C:1]2[CH:2]=[CH:3][CH:4]=[CH:5][CH:6]=2)[CH2:8][C:9]([NH:11][C:12]2([C:18]([OH:20])=[O:19])[CH2:17][CH2:16][CH2:15][CH2:14][CH2:13]2)=[O:10])[CH:23]=[CH:24][CH:25]=[CH:26][CH:27]=1.